Dataset: Full USPTO retrosynthesis dataset with 1.9M reactions from patents (1976-2016). Task: Predict the reactants needed to synthesize the given product. Given the product [C:27]([CH:25]([NH:26][C:2]1[C:11]([C:12]([OH:14])=[O:13])=[CH:10][C:9]2[C:4](=[CH:5][CH:6]=[C:7]([Cl:15])[CH:8]=2)[N:3]=1)[CH2:24][C:23]1[C:30]2[C:20](=[CH:19][CH:18]=[C:17]([F:16])[CH:31]=2)[NH:21][CH:22]=1)([OH:29])=[O:28], predict the reactants needed to synthesize it. The reactants are: Cl[C:2]1[C:11]([C:12]([OH:14])=[O:13])=[CH:10][C:9]2[C:4](=[CH:5][CH:6]=[C:7]([Cl:15])[CH:8]=2)[N:3]=1.[F:16][C:17]1[CH:31]=[C:30]2[C:20]([NH:21][CH:22]=[C:23]2[CH2:24][CH:25]([C:27]([OH:29])=[O:28])[NH2:26])=[CH:19][CH:18]=1.